This data is from Catalyst prediction with 721,799 reactions and 888 catalyst types from USPTO. The task is: Predict which catalyst facilitates the given reaction. Reactant: Cl.[CH3:2][O:3][C:4]1[CH:5]=[C:6]([C@@H:10]2[CH2:14][NH:13][CH2:12][C@H:11]2[NH:15][C:16]([NH:18][C:19]2[N:23]([C:24]3[CH:29]=[CH:28][CH:27]=[CH:26][CH:25]=3)[N:22]=[C:21]3[CH2:30][CH2:31][CH2:32][C:20]=23)=[O:17])[CH:7]=[CH:8][CH:9]=1.FC(F)(F)S(O[CH2:39][C:40]([F:43])([F:42])[F:41])(=O)=O.CCN(C(C)C)C(C)C. Product: [CH3:2][O:3][C:4]1[CH:5]=[C:6]([C@@H:10]2[CH2:14][N:13]([CH2:39][C:40]([F:43])([F:42])[F:41])[CH2:12][C@H:11]2[NH:15][C:16]([NH:18][C:19]2[N:23]([C:24]3[CH:29]=[CH:28][CH:27]=[CH:26][CH:25]=3)[N:22]=[C:21]3[CH2:30][CH2:31][CH2:32][C:20]=23)=[O:17])[CH:7]=[CH:8][CH:9]=1. The catalyst class is: 3.